From a dataset of Full USPTO retrosynthesis dataset with 1.9M reactions from patents (1976-2016). Predict the reactants needed to synthesize the given product. Given the product [Br:13][C:14]1[CH:19]=[C:18]([N:1]2[CH2:6][CH2:5][CH:4]([N:7]3[CH2:12][CH2:11][O:10][CH2:9][CH2:8]3)[CH2:3][CH2:2]2)[CH:17]=[CH:16][CH:15]=1, predict the reactants needed to synthesize it. The reactants are: [NH:1]1[CH2:6][CH2:5][CH:4]([N:7]2[CH2:12][CH2:11][O:10][CH2:9][CH2:8]2)[CH2:3][CH2:2]1.[Br:13][C:14]1[CH:15]=[C:16](B(O)O)[CH:17]=[CH:18][CH:19]=1.